This data is from Reaction yield outcomes from USPTO patents with 853,638 reactions. The task is: Predict the reaction yield, written as a fraction of the theoretical maximum amount of product (1.0 means a 100% yield; for example, 0.34 means a 34% yield). (1) The reactants are [Cl:1][C:2]1[S:6][C:5]([S:7]([N:10](S(C2SC(Cl)=CC=2)(=O)=O)[C:11]2[C:19]3[C:14](=[CH:15][CH:16]=[CH:17][C:18]=3[O:20][CH3:21])[N:13]([CH2:22][C:23]3[CH:28]=[CH:27][C:26]([O:29][CH2:30][CH2:31][N:32]([CH3:34])[CH3:33])=[CH:25][CH:24]=3)[N:12]=2)(=[O:9])=[O:8])=[CH:4][CH:3]=1.[OH-].[Na+]. The catalyst is CO. The product is [Cl:1][C:2]1[S:6][C:5]([S:7]([NH:10][C:11]2[C:19]3[C:14](=[CH:15][CH:16]=[CH:17][C:18]=3[O:20][CH3:21])[N:13]([CH2:22][C:23]3[CH:24]=[CH:25][C:26]([O:29][CH2:30][CH2:31][N:32]([CH3:33])[CH3:34])=[CH:27][CH:28]=3)[N:12]=2)(=[O:8])=[O:9])=[CH:4][CH:3]=1. The yield is 0.640. (2) The reactants are C[O:2][C:3](=[O:30])[CH2:4][CH2:5][CH2:6][CH2:7][CH2:8][NH:9][C:10](=[O:29])[C:11]1[CH:16]=[CH:15][C:14]([CH:17]=[C:18]2[C:26]3[C:21](=[CH:22][CH:23]=[C:24]([F:27])[CH:25]=3)[NH:20][C:19]2=[O:28])=[CH:13][CH:12]=1.CO.[Li+].[OH-].Cl. The product is [F:27][C:24]1[CH:25]=[C:26]2[C:21](=[CH:22][CH:23]=1)[NH:20][C:19](=[O:28])[C:18]2=[CH:17][C:14]1[CH:15]=[CH:16][C:11]([C:10]([NH:9][CH2:8][CH2:7][CH2:6][CH2:5][CH2:4][C:3]([OH:30])=[O:2])=[O:29])=[CH:12][CH:13]=1. The catalyst is O. The yield is 0.770. (3) The reactants are Br[C:2]1[N:6]2[CH:7]=[CH:8][CH:9]=[N:10][C:5]2=[N:4][CH:3]=1.CC1(C)C(C)(C)OB([C:19]2[CH:20]=[C:21]([C:25]3[C:26]([C:31]#[N:32])=[CH:27][CH:28]=[CH:29][CH:30]=3)[CH:22]=[CH:23][CH:24]=2)O1. No catalyst specified. The product is [N:4]1[CH:3]=[C:2]([C:23]2[CH:22]=[C:21]([C:25]3[C:26]([C:31]#[N:32])=[CH:27][CH:28]=[CH:29][CH:30]=3)[CH:20]=[CH:19][CH:24]=2)[N:6]2[CH:7]=[CH:8][CH:9]=[N:10][C:5]=12. The yield is 0.600. (4) The reactants are Br[C:2]1[CH:24]=[C:23]([F:25])[CH:22]=[CH:21][C:3]=1[O:4][CH2:5][C:6]([N:8]([CH:18]([CH3:20])[CH3:19])[NH:9][C:10](=[O:17])[C:11]1[CH:16]=[CH:15][CH:14]=[CH:13][CH:12]=1)=[O:7].C([O-])([O-])=O.[Na+].[Na+].[CH3:32][C:33]1[C:38]([CH3:39])=[CH:37][CH:36]=[CH:35][C:34]=1B(O)O. The catalyst is COCCOC. The product is [CH3:32][C:33]1[C:38]([CH3:39])=[CH:37][CH:36]=[CH:35][C:34]=1[C:2]1[CH:24]=[C:23]([F:25])[CH:22]=[CH:21][C:3]=1[O:4][CH2:5][C:6]([N:8]([CH:18]([CH3:20])[CH3:19])[NH:9][C:10](=[O:17])[C:11]1[CH:16]=[CH:15][CH:14]=[CH:13][CH:12]=1)=[O:7]. The yield is 0.570. (5) The reactants are C(C[C@]12CC=C3[C@@H](CCC4C=CC=CC=43)[C@@H]1CCC2)C=C.OC1C=CC2[C@@H]3[C@H]([C@H]4[C@@](CC3)(C)[C@@H](O)CC4)[C@H](CCCCCCCCC[C@H](CCC(F)(F)C(F)(F)C(F)(F)C(F)(F)F)C(O)=O)CC=2C=1.C(OC1C=CC2C3[C@H]([C@H]4[C@@](CC=3C/C=C/CCCCCC[C@H](CCC(F)(F)C(F)(F)C(F)(F)C(F)(F)F)C([N:108]3[C@H:112]([C:113]5[CH:118]=[CH:117][CH:116]=[CH:115][CH:114]=5)[C@H:111]([CH3:119])[N:110]([CH3:120])[C:109]3=[O:121])=O)(C)[C@@H](OCC3C=CC=CC=3)CC4)CCC=2C=1)C1C=CC=CC=1. The catalyst is ClCCl.C(P(C1CCCCC1)(C1CCCCC1)C1CCCCC1)(P(C1CCCCC1)(C1CCCCC1)C1CCCCC1)C1C=CC=CC=1.Cl[Ru]Cl. The product is [CH3:120][N:110]1[CH:111]([CH3:119])[CH:112]([C:113]2[CH:114]=[CH:115][CH:116]=[CH:117][CH:118]=2)[NH:108][C:109]1=[O:121]. The yield is 0.630. (6) The reactants are [CH2:1]([N:5]([CH2:26][C:27]1[CH:32]=[CH:31][C:30]([C:33]([F:36])([F:35])[F:34])=[CH:29][CH:28]=1)[C:6](=[O:25])[CH2:7][O:8][C:9]1[CH:14]=[CH:13][C:12]([CH2:15][C@H:16]([O:22][CH2:23][CH3:24])[C:17]([O:19]CC)=[O:18])=[CH:11][CH:10]=1)[CH2:2][CH2:3][CH3:4].[Li+].[OH-]. The catalyst is C(#N)C. The product is [CH2:1]([N:5]([CH2:26][C:27]1[CH:32]=[CH:31][C:30]([C:33]([F:34])([F:35])[F:36])=[CH:29][CH:28]=1)[C:6](=[O:25])[CH2:7][O:8][C:9]1[CH:10]=[CH:11][C:12]([CH2:15][C@H:16]([O:22][CH2:23][CH3:24])[C:17]([OH:19])=[O:18])=[CH:13][CH:14]=1)[CH2:2][CH2:3][CH3:4]. The yield is 0.790.